This data is from Forward reaction prediction with 1.9M reactions from USPTO patents (1976-2016). The task is: Predict the product of the given reaction. (1) Given the reactants Cl[C:2]1[CH:3]=[C:4]([N:8]([C:10]2[CH:15]=[CH:14][C:13]([O:16][CH3:17])=[CH:12][CH:11]=2)[CH3:9])[CH:5]=[CH:6][CH:7]=1.[C:18]([O:22][C:23](=[O:31])[NH:24][CH:25]1[CH2:30][CH2:29][NH:28][CH2:27][CH2:26]1)([CH3:21])([CH3:20])[CH3:19].COC1C=CC=C(OC)C=1C1C=CC=CC=1P(C1CCCCC1)C1CCCCC1.CC([O-])(C)C.[K+], predict the reaction product. The product is: [C:18]([O:22][C:23](=[O:31])[NH:24][CH:25]1[CH2:30][CH2:29][N:28]([C:2]2[CH:7]=[CH:6][CH:5]=[C:4]([N:8]([C:10]3[CH:15]=[CH:14][C:13]([O:16][CH3:17])=[CH:12][CH:11]=3)[CH3:9])[CH:3]=2)[CH2:27][CH2:26]1)([CH3:21])([CH3:19])[CH3:20]. (2) Given the reactants N[C:2]1[C:9]([F:10])=[CH:8][C:5]([CH:6]=[O:7])=[C:4]([F:11])[C:3]=1[Br:12].N([O-])=O.[Na+].C(OCC)(=O)C, predict the reaction product. The product is: [Br:12][C:3]1[C:4]([F:11])=[C:5]([CH:8]=[C:9]([F:10])[CH:2]=1)[CH:6]=[O:7]. (3) Given the reactants [H-].[Al+3].[Li+].[H-].[H-].[H-].[N+:7](/[C:10](/[CH3:22])=[CH:11]\[C:12]1[CH:13]=[C:14]([CH:19]=[CH:20][CH:21]=1)[C:15](OC)=[O:16])([O-])=O.O.O.O.O.C(C(C(C([O-])=O)O)O)([O-])=O.[Na+].[K+], predict the reaction product. The product is: [NH2:7][CH:10]([CH3:22])[CH2:11][C:12]1[CH:13]=[C:14]([CH2:15][OH:16])[CH:19]=[CH:20][CH:21]=1. (4) Given the reactants [Si]([O:8][CH:9]1[CH2:14][N:13]([C:15](=[O:27])[C:16]2[CH:21]=[CH:20][CH:19]=[C:18]([C:22]3[O:23][CH:24]=[CH:25][CH:26]=3)[CH:17]=2)[CH2:12][CH:11]([C:28]([NH:30][C:31]2[CH:36]=[CH:35][C:34]([Cl:37])=[CH:33][CH:32]=2)=[O:29])[CH2:10]1)(C(C)(C)C)(C)C.[F-].C([N+](CCCC)(CCCC)CCCC)CCC, predict the reaction product. The product is: [Cl:37][C:34]1[CH:35]=[CH:36][C:31]([NH:30][C:28]([CH:11]2[CH2:10][CH:9]([OH:8])[CH2:14][N:13]([C:15](=[O:27])[C:16]3[CH:21]=[CH:20][CH:19]=[C:18]([C:22]4[O:23][CH:24]=[CH:25][CH:26]=4)[CH:17]=3)[CH2:12]2)=[O:29])=[CH:32][CH:33]=1. (5) The product is: [NH:22]=[C:23]1[N:8]([CH2:9][CH:10]2[CH2:14][CH2:13][CH2:12][N:11]2[C:15]([O:17][C:18]([CH3:21])([CH3:20])[CH3:19])=[O:16])[C:3]2[CH:4]=[CH:5][CH:6]=[CH:7][C:2]=2[NH:1]1. Given the reactants [NH2:1][C:2]1[CH:7]=[CH:6][CH:5]=[CH:4][C:3]=1[NH:8][CH2:9][CH:10]1[CH2:14][CH2:13][CH2:12][N:11]1[C:15]([O:17][C:18]([CH3:21])([CH3:20])[CH3:19])=[O:16].[N:22]#[C:23]Br.[OH-].[Na+], predict the reaction product. (6) Given the reactants [Br:1][C:2]1[NH:6][CH:5]=[C:4]([C:7]([O:9][CH3:10])=[O:8])[CH:3]=1.[CH3:11][C:12](C)([O-])C.[K+].BrCC, predict the reaction product. The product is: [Br:1][C:2]1[N:6]([CH2:11][CH3:12])[CH:5]=[C:4]([C:7]([O:9][CH3:10])=[O:8])[CH:3]=1. (7) The product is: [CH3:9][N:10]1[C:18]2[C:13](=[CH:14][C:15]([C:19]3[NH:1][C:2]4[N:6]([N:5]=[CH:4][C:3]=4[C:7]#[N:8])[C:21](=[O:22])[CH:20]=3)=[CH:16][CH:17]=2)[CH:12]=[N:11]1. Given the reactants [NH2:1][C:2]1[NH:6][N:5]=[CH:4][C:3]=1[C:7]#[N:8].[CH3:9][N:10]1[C:18]2[C:13](=[CH:14][C:15]([C:19](=O)[CH2:20][C:21](OCC)=[O:22])=[CH:16][CH:17]=2)[CH:12]=[N:11]1.CC1C=CC(S(O)(=O)=O)=CC=1, predict the reaction product.